Dataset: Reaction yield outcomes from USPTO patents with 853,638 reactions. Task: Predict the reaction yield, written as a fraction of the theoretical maximum amount of product (1.0 means a 100% yield; for example, 0.34 means a 34% yield). (1) The reactants are [CH3:1][C:2]([S@@:5]([NH2:7])=[O:6])([CH3:4])[CH3:3].[CH:8]([CH:10]1[CH2:15][CH2:14][N:13]([C:16]([O:18][C:19]([CH3:22])([CH3:21])[CH3:20])=[O:17])[CH2:12][CH2:11]1)=O. The catalyst is C1COCC1.[O-]CC.[Ti+4].[O-]CC.[O-]CC.[O-]CC. The product is [C:2]([S@@:5](/[N:7]=[CH:8]/[CH:10]1[CH2:15][CH2:14][N:13]([C:16]([O:18][C:19]([CH3:20])([CH3:22])[CH3:21])=[O:17])[CH2:12][CH2:11]1)=[O:6])([CH3:4])([CH3:3])[CH3:1]. The yield is 0.850. (2) The reactants are [OH-:1].[K+].Cl[C:4]1[CH:13]=[CH:12][C:11]([N+:14]([O-:16])=[O:15])=[C:10]2[C:5]=1[CH:6]=[CH:7][CH:8]=[N:9]2. The catalyst is CCO.O. The product is [N+:14]([C:11]1[C:10]2[N:9]=[CH:8][CH:7]=[CH:6][C:5]=2[C:4]([OH:1])=[CH:13][CH:12]=1)([O-:16])=[O:15]. The yield is 0.680. (3) The reactants are C([C:5]1[CH:6]=[CH:7][C:8]([C:11]([OH:13])=O)=[N:9][CH:10]=1)CCC.[NH2:14][C@@H:15]1[C@H:19]2[O:20][CH2:21][C@H:22]([NH:23][C:24]([CH:26]3[CH2:28][CH2:27]3)=[O:25])[C@H:18]2[O:17][CH2:16]1. No catalyst specified. The product is [CH:26]1([C:24]([NH:23][C@@H:22]2[C@H:18]3[O:17][CH2:16][C@H:15]([NH:14][C:11](=[O:13])[C:8]4[CH:7]=[CH:6][CH:5]=[CH:10][N:9]=4)[C@H:19]3[O:20][CH2:21]2)=[O:25])[CH2:27][CH2:28]1. The yield is 0.478. (4) The reactants are [CH:1]1([CH2:4][N:5]2[C:9]3[CH:10]=[CH:11][C:12]([CH:14]([OH:16])[CH3:15])=[CH:13][C:8]=3[N:7]=[C:6]2[CH2:17][C:18]2[CH:23]=[CH:22][C:21]([O:24][CH2:25][CH3:26])=[CH:20][CH:19]=2)[CH2:3][CH2:2]1.C[N+]1([O-])CCOCC1.C(#N)C. The catalyst is C(Cl)Cl.[Ru]([O-])(=O)(=O)=O.C([N+](CCC)(CCC)CCC)CC. The product is [CH:1]1([CH2:4][N:5]2[C:9]3[CH:10]=[CH:11][C:12]([C:14](=[O:16])[CH3:15])=[CH:13][C:8]=3[N:7]=[C:6]2[CH2:17][C:18]2[CH:23]=[CH:22][C:21]([O:24][CH2:25][CH3:26])=[CH:20][CH:19]=2)[CH2:3][CH2:2]1. The yield is 0.650. (5) The reactants are [Cl:1][C:2]1[N:7]=[C:6](Cl)[CH:5]=[CH:4][N:3]=1.[NH2:9][C:10]1[C:15]2CO[O:18][C:14]=2[CH:13]=[CH:12][CH:11]=1.C(N(CC)C(C)C)C.CN([CH:30]=[O:31])C. No catalyst specified. The product is [O:18]1[C:14]2[CH:13]=[CH:12][CH:11]=[C:10]([NH:9][C:6]3[CH:5]=[CH:4][N:3]=[C:2]([Cl:1])[N:7]=3)[C:15]=2[O:31][CH2:30]1. The yield is 0.500. (6) The reactants are Cl[C:2]1[N:11]=[C:10]([NH:12][CH2:13][C@@H:14]2[CH2:19][CH2:18][CH2:17][N:16]([C:20]([O:22][C:23]([CH3:26])([CH3:25])[CH3:24])=[O:21])[CH2:15]2)[C:9]2[C:4](=[N:5][CH:6]=[CH:7][N:8]=2)[CH:3]=1.[O:27]1[CH2:32][CH2:31][N:30]([C:33]2[CH:38]=[CH:37][C:36](B(O)O)=[CH:35][CH:34]=2)[CH2:29][CH2:28]1.C([O-])([O-])=O.[Cs+].[Cs+]. The catalyst is C(COC)OC.C(O)C.Cl[Pd]Cl. The product is [O:27]1[CH2:32][CH2:31][N:30]([C:33]2[CH:38]=[CH:37][C:36]([C:2]3[N:11]=[C:10]([NH:12][CH2:13][C@@H:14]4[CH2:19][CH2:18][CH2:17][N:16]([C:20]([O:22][C:23]([CH3:26])([CH3:25])[CH3:24])=[O:21])[CH2:15]4)[C:9]4[C:4](=[N:5][CH:6]=[CH:7][N:8]=4)[CH:3]=3)=[CH:35][CH:34]=2)[CH2:29][CH2:28]1. The yield is 0.730. (7) The reactants are [Cl:1][C:2]1[C:10]2[C:5](=[CH:6][CH:7]=[CH:8][CH:9]=2)[NH:4][C:3]=1[C:11]1[N:15]=[C:14]([CH3:16])[O:13][N:12]=1.C(OC([NH:24][CH2:25][C:26]1[CH:31]=[CH:30][C:29](B(O)O)=[CH:28][CH:27]=1)=O)(C)(C)C.CS(C)=O.C(N(CC)C(C)C)(C)C. The catalyst is C([O-])(=O)C.[Cu+2].C([O-])(=O)C. The product is [ClH:1].[Cl:1][C:2]1[C:10]2[C:5](=[CH:6][CH:7]=[CH:8][CH:9]=2)[N:4]([C:29]2[CH:30]=[CH:31][C:26]([CH2:25][NH2:24])=[CH:27][CH:28]=2)[C:3]=1[C:11]1[N:15]=[C:14]([CH3:16])[O:13][N:12]=1. The yield is 0.887. (8) The reactants are [Cl:1][C:2]1[CH:7]=[CH:6][C:5]([C:8]2[S:12][C:11]([C:13](N(OC)C)=[O:14])=[C:10]([C:19]3[CH:24]=[CH:23][C:22]([S:25](=[O:32])(=[O:31])[N:26]=CN(C)C)=[CH:21][CH:20]=3)[CH:9]=2)=[CH:4][CH:3]=1.[CH2:33]1COC[CH2:34]1. No catalyst specified. The product is [Cl:1][C:2]1[CH:3]=[CH:4][C:5]([C:8]2[S:12][C:11]([C:13](=[O:14])[CH2:33][CH3:34])=[C:10]([C:19]3[CH:24]=[CH:23][C:22]([S:25]([NH2:26])(=[O:31])=[O:32])=[CH:21][CH:20]=3)[CH:9]=2)=[CH:6][CH:7]=1. The yield is 0.146. (9) The reactants are [CH2:1]([N:3]([CH2:18][CH3:19])[CH2:4][CH2:5][NH:6][C:7]([C:9]1[C:13]([CH3:14])=[C:12]([CH:15]=O)[NH:11][C:10]=1[CH3:17])=[O:8])[CH3:2].[F:20][C:21]1[CH:22]=[C:23]2[C:27](=[CH:28][CH:29]=1)[NH:26][C:25](=[O:30])[CH2:24]2.N1CCCC1. The catalyst is C(O)C. The product is [CH2:1]([N:3]([CH2:18][CH3:19])[CH2:4][CH2:5][NH:6][C:7]([C:9]1[C:13]([CH3:14])=[C:12](/[CH:15]=[C:24]2\[C:25](=[O:30])[NH:26][C:27]3[C:23]\2=[CH:22][C:21]([F:20])=[CH:29][CH:28]=3)[NH:11][C:10]=1[CH3:17])=[O:8])[CH3:2]. The yield is 0.880. (10) The reactants are [O:1]=[C:2]1[C:11]2[C:6](=[CH:7][CH:8]=[CH:9][CH:10]=2)[N:5]=[C:4]([CH2:12][CH2:13][CH2:14][C:15]([OH:17])=O)[NH:3]1.[NH:18]1[CH2:23][CH2:22][CH:21]([N:24]2[C:28]3=[N:29][CH:30]=[CH:31][CH:32]=[C:27]3[NH:26][C:25]2=[O:33])[CH2:20][CH2:19]1. No catalyst specified. The product is [O:17]=[C:15]([N:18]1[CH2:19][CH2:20][CH:21]([N:24]2[C:28]3=[N:29][CH:30]=[CH:31][CH:32]=[C:27]3[NH:26][C:25]2=[O:33])[CH2:22][CH2:23]1)[CH2:14][CH2:13][CH2:12][C:4]1[NH:3][C:2](=[O:1])[C:11]2[C:6](=[CH:7][CH:8]=[CH:9][CH:10]=2)[N:5]=1. The yield is 0.490.